Dataset: Catalyst prediction with 721,799 reactions and 888 catalyst types from USPTO. Task: Predict which catalyst facilitates the given reaction. (1) Reactant: [OH:1][CH:2]1[CH2:6][S:5][CH2:4][CH:3]1[CH2:7][C:8]1[CH:13]=[CH:12][C:11]([CH:14]([CH3:18])[C:15]([OH:17])=[O:16])=[CH:10][CH:9]=1.[C:19]1([CH3:29])[CH:24]=[CH:23][C:22]([S:25](O)(=[O:27])=[O:26])=[CH:21][CH:20]=1. Product: [C:19]1([CH3:29])[CH:24]=[CH:23][C:22]([S:25]([O:1][CH:2]2[CH2:6][S:5][CH2:4][CH:3]2[CH2:7][C:8]2[CH:13]=[CH:12][C:11]([CH:14]([CH3:18])[C:15]([OH:17])=[O:16])=[CH:10][CH:9]=2)(=[O:27])=[O:26])=[CH:21][CH:20]=1. The catalyst class is: 11. (2) Reactant: [Na].[NH2:2][C:3]([NH2:5])=[S:4].[CH3:6][CH:7]([C:13](=O)[CH:14]([CH3:16])[CH3:15])[C:8](OCC)=[O:9]. Product: [CH:14]([C:13]1[NH:5][C:3](=[S:4])[NH:2][C:8](=[O:9])[C:7]=1[CH3:6])([CH3:16])[CH3:15]. The catalyst class is: 8. (3) Reactant: [C:1]([C:4]1[CH:5]=[C:6]([C:30]2[CH:35]=[CH:34][C:33]([CH2:36][N:37]3[CH2:42][CH2:41][O:40][CH2:39][CH2:38]3)=[C:32]([CH3:43])[CH:31]=2)[CH:7]=[C:8]2[C:16]=1[NH:15][C:14]1[CH:13]=[C:12]([C:17]3[CH2:22][CH2:21][N:20]([C:23]([O:25][C:26]([CH3:29])([CH3:28])[CH3:27])=[O:24])[CH2:19][CH:18]=3)[CH:11]=[CH:10][C:9]2=1)(=[O:3])[NH2:2]. Product: [C:1]([C:4]1[CH:5]=[C:6]([C:30]2[CH:35]=[CH:34][C:33]([CH2:36][N:37]3[CH2:38][CH2:39][O:40][CH2:41][CH2:42]3)=[C:32]([CH3:43])[CH:31]=2)[CH:7]=[C:8]2[C:16]=1[NH:15][C:14]1[CH:13]=[C:12]([CH:17]3[CH2:22][CH2:21][N:20]([C:23]([O:25][C:26]([CH3:29])([CH3:28])[CH3:27])=[O:24])[CH2:19][CH2:18]3)[CH:11]=[CH:10][C:9]2=1)(=[O:3])[NH2:2]. The catalyst class is: 43. (4) Reactant: [N:1]1[CH:6]=[CH:5][CH:4]=[C:3]([S:7]([NH2:10])(=[O:9])=[O:8])[CH:2]=1.[H-].[Na+].[C:13](=O)([O:39]C1C=CC=CC=1)[O:14][CH2:15][CH2:16][C:17]1[CH:22]=[CH:21][C:20]([N:23]2[C:27]3[CH:28]=[C:29]([Cl:36])[C:30]([C:32]([F:35])([F:34])[F:33])=[CH:31][C:26]=3[N:25]=[C:24]2[CH2:37][CH3:38])=[CH:19][CH:18]=1. Product: [Cl:36][C:29]1[C:30]([C:32]([F:34])([F:33])[F:35])=[CH:31][C:26]2[N:25]=[C:24]([CH2:37][CH3:38])[N:23]([C:20]3[CH:19]=[CH:18][C:17]([CH2:16][CH2:15][O:14][C:13](=[O:39])[NH:10][S:7]([C:3]4[CH:2]=[N:1][CH:6]=[CH:5][CH:4]=4)(=[O:9])=[O:8])=[CH:22][CH:21]=3)[C:27]=2[CH:28]=1. The catalyst class is: 39. (5) Reactant: [NH2:1][C:2]([CH3:49])([CH3:48])[CH2:3][CH2:4][CH2:5][O:6][C:7]1[CH:8]=[C:9]2[C:13](=[CH:14][CH:15]=1)[N:12]([CH3:16])[N:11]=[C:10]2[C:17]1[N:22]=[C:21]2[C:23]([C:45](O)=[O:46])=[CH:24][N:25]([C:26]([C:39]3[CH:44]=[CH:43][CH:42]=[CH:41][CH:40]=3)([C:33]3[CH:38]=[CH:37][CH:36]=[CH:35][CH:34]=3)[C:27]3[CH:32]=[CH:31][CH:30]=[CH:29][CH:28]=3)[C:20]2=[N:19][CH:18]=1.[C:50]([NH2:54])([CH3:53])([CH3:52])[CH3:51].CN(C(ON1N=NC2C=CC=NC1=2)=[N+](C)C)C.F[P-](F)(F)(F)(F)F. Product: [NH2:1][C:2]([CH3:49])([CH3:48])[CH2:3][CH2:4][CH2:5][O:6][C:7]1[CH:8]=[C:9]2[C:13](=[CH:14][CH:15]=1)[N:12]([CH3:16])[N:11]=[C:10]2[C:17]1[N:22]=[C:21]2[C:23]([C:45]([NH:54][C:50]([CH3:53])([CH3:52])[CH3:51])=[O:46])=[CH:24][N:25]([C:26]([C:39]3[CH:44]=[CH:43][CH:42]=[CH:41][CH:40]=3)([C:33]3[CH:38]=[CH:37][CH:36]=[CH:35][CH:34]=3)[C:27]3[CH:32]=[CH:31][CH:30]=[CH:29][CH:28]=3)[C:20]2=[N:19][CH:18]=1. The catalyst class is: 1. (6) Reactant: [C:1]([O:5][C:6]([N:8]1[CH2:13][CH2:12][CH2:11][CH:10]([CH2:14][NH:15][C:16]2[C:21]([C:22]3[CH:23]=[N:24][N:25]([CH3:27])[CH:26]=3)=[CH:20][N:19]=[C:18](Cl)[N:17]=2)[CH2:9]1)=[O:7])([CH3:4])([CH3:3])[CH3:2].C(=O)([O-])[O-].[K+].[K+].[CH3:35][N:36]1[CH:40]=[C:39]([C:41]2[CH:46]=[CH:45][CH:44]=[C:43](B3OC(C)(C)C(C)(C)O3)[CH:42]=2)[CH:38]=[N:37]1. Product: [C:1]([O:5][C:6]([N:8]1[CH2:13][CH2:12][CH2:11][CH:10]([CH2:14][NH:15][C:16]2[C:21]([C:22]3[CH:23]=[N:24][N:25]([CH3:27])[CH:26]=3)=[CH:20][N:19]=[C:18]([C:45]3[CH:44]=[CH:43][CH:42]=[C:41]([C:39]4[CH:38]=[N:37][N:36]([CH3:35])[CH:40]=4)[CH:46]=3)[N:17]=2)[CH2:9]1)=[O:7])([CH3:4])([CH3:3])[CH3:2]. The catalyst class is: 12. (7) Reactant: [CH3:1][C:2]1[CH:7]=[C:6]([O:8][CH2:9][CH2:10][CH2:11][S:12]([CH3:15])(=[O:14])=[O:13])[CH:5]=[C:4]([CH3:16])[C:3]=1[C:17]1[CH:22]=[CH:21][CH:20]=[C:19]([CH:23]=[O:24])[CH:18]=1.C(O)C.[OH-].[Na+].[BH4-].[Na+]. Product: [CH3:16][C:4]1[CH:5]=[C:6]([O:8][CH2:9][CH2:10][CH2:11][S:12]([CH3:15])(=[O:14])=[O:13])[CH:7]=[C:2]([CH3:1])[C:3]=1[C:17]1[CH:22]=[CH:21][CH:20]=[C:19]([CH2:23][OH:24])[CH:18]=1. The catalyst class is: 6. (8) Reactant: [Cl:1][C:2]1[CH:3]=[C:4]([CH2:14][N:15]2[C:19]([CH3:20])=[CH:18][C:17]([C:21](Cl)=[O:22])=[N:16]2)[C:5]2[O:9][C:8]([CH:10]([CH3:12])[CH3:11])=[CH:7][C:6]=2[CH:13]=1.C(N(CC)CC)C.[NH2:31][N:32]1[CH2:37][CH2:36][O:35][CH2:34][CH2:33]1. Product: [Cl:1][C:2]1[CH:3]=[C:4]([CH2:14][N:15]2[C:19]([CH3:20])=[CH:18][C:17]([C:21]([NH:31][N:32]3[CH2:37][CH2:36][O:35][CH2:34][CH2:33]3)=[O:22])=[N:16]2)[C:5]2[O:9][C:8]([CH:10]([CH3:12])[CH3:11])=[CH:7][C:6]=2[CH:13]=1. The catalyst class is: 4. (9) Product: [NH4+:4].[OH-:1].[CH3:30][O:29][C:26]1[CH:27]=[C:28]2[C:23](=[CH:24][C:25]=1[O:31][CH3:32])[N:22]=[CH:21][CH:20]=[C:19]2[O:11][C:9]1[CH:8]=[CH:7][C:3]2[NH:4][CH2:5][CH2:6][O:1][C:2]=2[CH:10]=1. The catalyst class is: 3. Reactant: [O:1]1[CH2:6][CH2:5][NH:4][C:3]2[CH:7]=[CH:8][C:9]([OH:11])=[CH:10][C:2]1=2.C(=O)([O-])[O-].[Cs+].[Cs+].Cl[C:19]1[C:28]2[C:23](=[CH:24][C:25]([O:31][CH3:32])=[C:26]([O:29][CH3:30])[CH:27]=2)[N:22]=[CH:21][CH:20]=1.